From a dataset of Forward reaction prediction with 1.9M reactions from USPTO patents (1976-2016). Predict the product of the given reaction. (1) Given the reactants [N+:1]([C:4]1[CH:5]=[C:6]([OH:10])[CH:7]=[CH:8][CH:9]=1)([O-])=O.Br[CH2:12][C:13]1[CH:18]=[C:17]([F:19])[CH:16]=[C:15]([F:20])[CH:14]=1.BrCC1C=CC=C(F)C=1, predict the reaction product. The product is: [F:19][C:17]1[CH:18]=[C:13]([CH:14]=[C:15]([F:20])[CH:16]=1)[CH2:12][O:10][C:6]1[CH:5]=[C:4]([NH2:1])[CH:9]=[CH:8][CH:7]=1. (2) Given the reactants [CH3:1][CH:2]1[CH2:6][CH2:5][CH2:4][N:3]1[C:7]1[N:12]=[C:11]([NH:13][C:14]2[C:15]3[N:16]([CH:27]=[CH:28][N:29]=3)[N:17]=[C:18]([C:20]3[CH:21]=[C:22]([OH:26])[CH:23]=[CH:24][CH:25]=3)[CH:19]=2)[CH:10]=[CH:9][CH:8]=1.C([O-])([O-])=O.[K+].[K+].CS(O[CH2:41][CH2:42][N:43]1[CH2:48][CH2:47][CH2:46][CH2:45][CH2:44]1)(=O)=O.O, predict the reaction product. The product is: [CH3:1][CH:2]1[CH2:6][CH2:5][CH2:4][N:3]1[C:7]1[N:12]=[C:11]([NH:13][C:14]2[C:15]3[N:16]([CH:27]=[CH:28][N:29]=3)[N:17]=[C:18]([C:20]3[CH:25]=[CH:24][CH:23]=[C:22]([O:26][CH2:41][CH2:42][N:43]4[CH2:48][CH2:47][CH2:46][CH2:45][CH2:44]4)[CH:21]=3)[CH:19]=2)[CH:10]=[CH:9][CH:8]=1. (3) Given the reactants C[O:2][C:3]1[CH:8]=[C:7]([Cl:9])[CH:6]=[CH:5][C:4]=1[C:10]1[O:11][C:12]([CH:27]([CH3:29])[CH3:28])=[C:13]([CH2:15][CH2:16][C:17]([C:19]2[CH:24]=[CH:23][C:22]([OH:25])=[C:21]([CH3:26])[CH:20]=2)=[O:18])[N:14]=1.B(Cl)(Cl)Cl.C(Cl)(Cl)Cl.C(=O)([O-])O.[Na+], predict the reaction product. The product is: [OH:2][C:3]1[CH:8]=[C:7]([Cl:9])[CH:6]=[CH:5][C:4]=1[C:10]1[O:11][C:12]([CH:27]([CH3:29])[CH3:28])=[C:13]([CH2:15][CH2:16][C:17]([C:19]2[CH:24]=[CH:23][C:22]([OH:25])=[C:21]([CH3:26])[CH:20]=2)=[O:18])[N:14]=1. (4) Given the reactants [N:1]([C@@H:4]([CH3:26])[CH2:5][N:6]1[C:14]2[C:9](=[CH:10][CH:11]=[C:12]3[O:18][CH2:17][C@H:16]([O:19][CH2:20][CH2:21][NH:22][C:23](=[O:25])[CH3:24])[CH2:15][C:13]3=2)[CH:8]=[N:7]1)=[N+]=[N-], predict the reaction product. The product is: [NH2:1][C@@H:4]([CH3:26])[CH2:5][N:6]1[C:14]2[C:9](=[CH:10][CH:11]=[C:12]3[O:18][CH2:17][C@H:16]([O:19][CH2:20][CH2:21][NH:22][C:23](=[O:25])[CH3:24])[CH2:15][C:13]3=2)[CH:8]=[N:7]1. (5) Given the reactants [CH3:1][CH:2]([CH3:18])[CH2:3][CH:4]([CH:9]([C:14]([O:16][CH3:17])=[O:15])[C:10](OC)=[O:11])[CH2:5][N+:6]([O-])=O, predict the reaction product. The product is: [CH2:3]([CH:4]1[CH2:5][NH:6][C:10](=[O:11])[CH:9]1[C:14]([O:16][CH3:17])=[O:15])[CH:2]([CH3:18])[CH3:1].